This data is from Catalyst prediction with 721,799 reactions and 888 catalyst types from USPTO. The task is: Predict which catalyst facilitates the given reaction. Reactant: [Br-:1].[K+:2].[CH2:3]1[CH2:9][S:6](=[O:8])(=[O:7])[O:5][CH2:4]1.C(O)C. Product: [Br:1][CH2:4][CH2:3][CH2:9][S:6]([O-:5])(=[O:8])=[O:7].[K+:2]. The catalyst class is: 6.